Dataset: Catalyst prediction with 721,799 reactions and 888 catalyst types from USPTO. Task: Predict which catalyst facilitates the given reaction. Product: [Br:1][C:2]1[CH:3]=[CH:4][C:5]([O:8][C@H:9]2[C@@H:14]3[CH2:15][C@@H:11]([CH2:12][NH:13]3)[CH2:10]2)=[N:6][CH:7]=1. The catalyst class is: 817. Reactant: [Br:1][C:2]1[CH:3]=[CH:4][C:5]([O:8][C@H:9]2[C@@H:14]3[CH2:15][C@@H:11]([CH2:12][N:13]3C(OC(C)(C)C)=O)[CH2:10]2)=[N:6][CH:7]=1.Cl.